Dataset: Forward reaction prediction with 1.9M reactions from USPTO patents (1976-2016). Task: Predict the product of the given reaction. Given the reactants Cl[C:2]1[N:7]2[N:8]=[C:9]([C:11]([F:15])([F:14])[CH2:12][CH3:13])[N:10]=[C:6]2[N:5]=[C:4]([CH3:16])[CH:3]=1.[F:17][C:18]([F:27])([F:26])[C:19]1[CH:25]=[CH:24][C:22]([NH2:23])=[CH:21][CH:20]=1, predict the reaction product. The product is: [F:14][C:11]([C:9]1[N:10]=[C:6]2[N:5]=[C:4]([CH3:16])[CH:3]=[C:2]([NH:23][C:22]3[CH:24]=[CH:25][C:19]([C:18]([F:17])([F:26])[F:27])=[CH:20][CH:21]=3)[N:7]2[N:8]=1)([F:15])[CH2:12][CH3:13].